This data is from M1 muscarinic receptor antagonist screen with 61,756 compounds. The task is: Binary Classification. Given a drug SMILES string, predict its activity (active/inactive) in a high-throughput screening assay against a specified biological target. (1) The compound is s1c(C(=O)NCCN2C(CCCC2)C)cc2c1n(nc2c1c(F)cccc1)C. The result is 1 (active). (2) The compound is O=C1N(C(=O)CC1)c1ccc(OC(=O)c2occc2)cc1. The result is 0 (inactive).